This data is from NCI-60 drug combinations with 297,098 pairs across 59 cell lines. The task is: Regression. Given two drug SMILES strings and cell line genomic features, predict the synergy score measuring deviation from expected non-interaction effect. Drug 1: CC1C(C(CC(O1)OC2CC(CC3=C2C(=C4C(=C3O)C(=O)C5=C(C4=O)C(=CC=C5)OC)O)(C(=O)CO)O)N)O.Cl. Drug 2: CC(C)(C#N)C1=CC(=CC(=C1)CN2C=NC=N2)C(C)(C)C#N. Cell line: LOX IMVI. Synergy scores: CSS=51.1, Synergy_ZIP=3.81, Synergy_Bliss=3.70, Synergy_Loewe=-6.30, Synergy_HSA=-0.312.